From a dataset of Forward reaction prediction with 1.9M reactions from USPTO patents (1976-2016). Predict the product of the given reaction. (1) Given the reactants [NH2:1][C:2]1[CH:10]=[C:9]([O:11][CH:12]([CH3:14])[CH3:13])[CH:8]=[C:7]([O:15][CH:16]([CH3:18])[CH3:17])[C:3]=1[C:4](O)=[O:5].Cl.C[N:21](C)CCCN=C=NCC.C1C=CC2N(O)N=NC=2C=1.C(N(CC)CC)C.[NH4+].[OH-], predict the reaction product. The product is: [NH2:1][C:2]1[CH:10]=[C:9]([O:11][CH:12]([CH3:14])[CH3:13])[CH:8]=[C:7]([O:15][CH:16]([CH3:18])[CH3:17])[C:3]=1[C:4]([NH2:21])=[O:5]. (2) Given the reactants [CH3:1][O:2][CH2:3][CH2:4][NH2:5].[Cl-].[Li+].[C:8]([O:12][CH2:13][C:14]1[CH:19]=[CH:18][CH:17]=[CH:16][CH:15]=1)(=[O:11])[CH:9]=[CH2:10], predict the reaction product. The product is: [CH3:1][O:2][CH2:3][CH2:4][NH:5][CH2:10][CH2:9][C:8]([O:12][CH2:13][C:14]1[CH:19]=[CH:18][CH:17]=[CH:16][CH:15]=1)=[O:11].